This data is from Catalyst prediction with 721,799 reactions and 888 catalyst types from USPTO. The task is: Predict which catalyst facilitates the given reaction. (1) Reactant: Cl[C:2]1[CH:9]=[N:8][CH:7]=[C:6]([Cl:10])[C:3]=1[C:4]#[N:5].CC1(C)C(C)(C)OB([C:19]2[CH:24]=[CH:23][C:22]([NH2:25])=[CH:21][CH:20]=2)O1.C(Cl)Cl.C([O-])([O-])=O.[Na+].[Na+]. Product: [NH2:25][C:22]1[CH:23]=[CH:24][C:19]([C:2]2[CH:9]=[N:8][CH:7]=[C:6]([Cl:10])[C:3]=2[C:4]#[N:5])=[CH:20][CH:21]=1. The catalyst class is: 18. (2) Reactant: C1CN([P+](ON2N=[N:25][C:20]3C=[CH:22][CH:23]=[CH:24][C:19]2=3)(N2CCCC2)N2CCCC2)CC1.F[P-](F)(F)(F)(F)F.C(N(CC)C(C)C)(C)C.[Cl:43][C:44]1[CH:45]=[CH:46][C:47]2[N:53]3[C:54]([CH2:57][OH:58])=[N:55][N:56]=[C:52]3[CH:51]([CH2:59][C:60]([OH:62])=O)[O:50][CH:49]([C:63]3[CH:68]=[CH:67][CH:66]=[C:65]([O:69][CH3:70])[C:64]=3[O:71][CH3:72])[C:48]=2[CH:73]=1.N1CCCCC1. Product: [Cl:43][C:44]1[CH:45]=[CH:46][C:47]2[N:53]3[C:54]([CH2:57][OH:58])=[N:55][N:56]=[C:52]3[CH:51]([CH2:59][C:60](=[O:62])[N:25]3[CH2:22][CH2:23][CH2:24][CH2:19][CH2:20]3)[O:50][CH:49]([C:63]3[CH:68]=[CH:67][CH:66]=[C:65]([O:69][CH3:70])[C:64]=3[O:71][CH3:72])[C:48]=2[CH:73]=1. The catalyst class is: 9. (3) Reactant: [Br:1][C:2]1[CH:3]=[C:4]2[C:8](=[CH:9][CH:10]=1)[N:7]([C:11]([O:13][C:14](C)(C)C)=[O:12])[CH:6]=[C:5]2[C:18]([OH:20])=[O:19].C(=O)([O-])[O-].[K+].[K+].IC. Product: [Br:1][C:2]1[CH:3]=[C:4]2[C:8](=[CH:9][CH:10]=1)[N:7]([C:11]([O:13][CH3:14])=[O:12])[CH:6]=[C:5]2[C:18]([O:20][C:4]([CH3:8])([CH3:5])[CH3:3])=[O:19]. The catalyst class is: 18. (4) Reactant: [CH:1]([N:4]1[C:8]([C:9]2[N:10]=[C:11]3[C:17]4[CH:18]=[CH:19][C:20]([C:22](O)=[O:23])=[CH:21][C:16]=4[O:15][CH2:14][CH2:13][N:12]3[CH:25]=2)=[N:7][C:6]([CH3:26])=[N:5]1)([CH3:3])[CH3:2].Cl.[CH3:28][O:29][NH:30][CH3:31].C(N(C(C)C)C(C)C)C.CN(C(ON1N=NC2C=CC=CC1=2)=[N+](C)C)C.F[P-](F)(F)(F)(F)F. Product: [CH:1]([N:4]1[C:8]([C:9]2[N:10]=[C:11]3[C:17]4[CH:18]=[CH:19][C:20]([C:22]([N:30]([O:29][CH3:28])[CH3:31])=[O:23])=[CH:21][C:16]=4[O:15][CH2:14][CH2:13][N:12]3[CH:25]=2)=[N:7][C:6]([CH3:26])=[N:5]1)([CH3:2])[CH3:3]. The catalyst class is: 9.